Task: Regression. Given two drug SMILES strings and cell line genomic features, predict the synergy score measuring deviation from expected non-interaction effect.. Dataset: NCI-60 drug combinations with 297,098 pairs across 59 cell lines (1) Drug 1: C1CNP(=O)(OC1)N(CCCl)CCCl. Drug 2: N.N.Cl[Pt+2]Cl. Cell line: CCRF-CEM. Synergy scores: CSS=61.2, Synergy_ZIP=-0.613, Synergy_Bliss=-2.58, Synergy_Loewe=-38.0, Synergy_HSA=-1.84. (2) Drug 1: C1CCC(CC1)NC(=O)N(CCCl)N=O. Drug 2: CCCS(=O)(=O)NC1=C(C(=C(C=C1)F)C(=O)C2=CNC3=C2C=C(C=N3)C4=CC=C(C=C4)Cl)F. Cell line: SR. Synergy scores: CSS=56.5, Synergy_ZIP=3.97, Synergy_Bliss=3.28, Synergy_Loewe=-2.31, Synergy_HSA=4.76. (3) Drug 2: COC1=C2C(=CC3=C1OC=C3)C=CC(=O)O2. Drug 1: C(=O)(N)NO. Synergy scores: CSS=-2.75, Synergy_ZIP=1.51, Synergy_Bliss=-0.294, Synergy_Loewe=2.26, Synergy_HSA=-2.13. Cell line: SN12C. (4) Synergy scores: CSS=2.63, Synergy_ZIP=-1.05, Synergy_Bliss=-0.149, Synergy_Loewe=2.46, Synergy_HSA=0.00978. Drug 1: C1=NC2=C(N=C(N=C2N1C3C(C(C(O3)CO)O)F)Cl)N. Cell line: IGROV1. Drug 2: C1CN(P(=O)(OC1)NCCCl)CCCl.